From a dataset of Acute oral toxicity (LD50) regression data from Zhu et al.. Regression/Classification. Given a drug SMILES string, predict its toxicity properties. Task type varies by dataset: regression for continuous values (e.g., LD50, hERG inhibition percentage) or binary classification for toxic/non-toxic outcomes (e.g., AMES mutagenicity, cardiotoxicity, hepatotoxicity). Dataset: ld50_zhu. The molecule is CCP(=S)(OC)SCn1c(=O)oc2cccnc21. The rat oral LD50 is 2.81, given as -log10 of the dose in mol/kg body weight (higher means more acutely toxic).